Dataset: Full USPTO retrosynthesis dataset with 1.9M reactions from patents (1976-2016). Task: Predict the reactants needed to synthesize the given product. Given the product [S:1]1[CH:5]=[CH:4][C:3]([C:6]2[C:11]([O:12][CH2:14][C:15]([O:17][CH3:18])=[O:16])=[CH:10][CH:9]=[CH:8][N:7]=2)=[CH:2]1, predict the reactants needed to synthesize it. The reactants are: [S:1]1[CH:5]=[CH:4][C:3]([C:6]2[C:11]([OH:12])=[CH:10][CH:9]=[CH:8][N:7]=2)=[CH:2]1.Br[CH2:14][C:15]([O:17][CH3:18])=[O:16].C(=O)([O-])[O-].[Cs+].[Cs+].O.